From a dataset of Full USPTO retrosynthesis dataset with 1.9M reactions from patents (1976-2016). Predict the reactants needed to synthesize the given product. (1) Given the product [Cl:1][C:2]1[CH:7]=[CH:6][C:5]([N+:8]([O-:10])=[O:9])=[CH:4][C:3]=1[N:11]1[CH2:12][C:13]2[C:14](=[N:15][C:16]([S:19][CH3:20])=[N:17][CH:18]=2)[N:21]([CH3:22])[C:23]1=[O:26], predict the reactants needed to synthesize it. The reactants are: [Cl:1][C:2]1[CH:7]=[CH:6][C:5]([N+:8]([O-:10])=[O:9])=[CH:4][C:3]=1[NH:11][CH2:12][C:13]1[C:14]([NH:21][CH3:22])=[N:15][C:16]([S:19][CH3:20])=[N:17][CH:18]=1.[C:23](=[O:26])([O-])[O-].[K+].[K+].C1N=CN(C(N2C=NC=C2)=O)C=1. (2) Given the product [Cl:22][C:8]1[N:7]=[C:6]([S:10][CH3:11])[N:5]=[C:4]([C:12]2[CH:13]=[C:14]([CH2:18][CH3:19])[CH:15]=[N:16][CH:17]=2)[C:3]=1[C:1]#[N:2], predict the reactants needed to synthesize it. The reactants are: [C:1]([C:3]1[C:8](=O)[NH:7][C:6]([S:10][CH3:11])=[N:5][C:4]=1[C:12]1[CH:13]=[C:14]([CH2:18][CH3:19])[CH:15]=[N:16][CH:17]=1)#[N:2].O=P(Cl)(Cl)[Cl:22]. (3) Given the product [C:1]([C:3]1[CH:8]=[CH:7][C:6]([C:9]2[O:10][C:11]3[CH:17]=[CH:16][C:15]([O:18][CH2:20][CH2:21][CH2:22][CH2:23][CH2:24][CH2:25][OH:26])=[CH:14][C:12]=3[N:13]=2)=[CH:5][CH:4]=1)#[N:2], predict the reactants needed to synthesize it. The reactants are: [C:1]([C:3]1[CH:8]=[CH:7][C:6]([C:9]2[O:10][C:11]3[CH:17]=[CH:16][C:15]([OH:18])=[CH:14][C:12]=3[N:13]=2)=[CH:5][CH:4]=1)#[N:2].Cl[CH2:20][CH2:21][CH2:22][CH2:23][CH2:24][CH2:25][OH:26].C([O-])([O-])=O.[K+].[K+].O. (4) Given the product [CH:5]1([NH:6][C:7]([C:9]2[C:10]([OH:29])=[C:11]([C:25]([NH:61][CH2:64][C:65]([OH:67])=[O:66])=[O:26])[C:12](=[O:24])[N:13]([CH2:16][C:17]3[CH:22]=[CH:21][CH:20]=[CH:19][C:18]=3[CH3:23])[C:14]=2[OH:15])=[O:8])[CH2:47][CH2:48][CH2:49][CH2:50][CH2:45]1, predict the reactants needed to synthesize it. The reactants are: C(OC(=O)[CH2:5][NH:6][C:7]([C:9]1[C:14](=[O:15])[N:13]([CH2:16][C:17]2[CH:22]=[CH:21][CH:20]=[CH:19][C:18]=2[CH3:23])[C:12]([OH:24])=[C:11]([C:25](OC)=[O:26])[C:10]=1[OH:29])=[O:8])C.OC1N(C[C:45]2[CH:50]=[CH:49][CH:48]=[CH:47]C=2C)C(=O)C=C(O)C=1C(OC)=O.C(N(C(C)C)CC)(C)C.[N:61]([CH2:64][C:65]([O:67]CC)=[O:66])=C=O. (5) Given the product [F:9][C:10]1[CH:19]=[C:18]2[C:13]([CH:14]=[CH:15][CH:16]=[N:17]2)=[CH:12][C:11]=1[CH2:20][C:21]1[N:25]2[N:26]=[C:27](/[C:30](=[N:8]/[NH:7][C:2]3[CH:3]=[CH:4][CH:5]=[CH:6][N:1]=3)/[CH3:31])[CH:28]=[CH:29][C:24]2=[N:23][CH:22]=1, predict the reactants needed to synthesize it. The reactants are: [N:1]1[CH:6]=[CH:5][CH:4]=[CH:3][C:2]=1[NH:7][NH2:8].[F:9][C:10]1[CH:19]=[C:18]2[C:13]([CH:14]=[CH:15][CH:16]=[N:17]2)=[CH:12][C:11]=1[CH2:20][C:21]1[N:25]2[N:26]=[C:27]([C:30](=O)[CH3:31])[CH:28]=[CH:29][C:24]2=[N:23][CH:22]=1. (6) Given the product [CH:1]1([CH2:7][C:8]2[N:12]([S:13](=[O:18])(=[O:17])[N:14]([CH3:15])[CH3:16])[CH:11]=[N:10][CH:9]=2)[CH2:2][CH2:3][CH2:4][CH2:5][CH2:6]1, predict the reactants needed to synthesize it. The reactants are: [CH:1]1([CH2:7][C:8]2[N:12]([S:13](=[O:18])(=[O:17])[N:14]([CH3:16])[CH3:15])[C:11]([Si](C(C)(C)C)(C)C)=[N:10][CH:9]=2)[CH2:6][CH2:5][CH2:4][CH2:3][CH2:2]1.CCCC[N+](CCCC)(CCCC)CCCC.[F-].C(OCC)(=O)C.CCCCCC. (7) Given the product [C:12]1([C:10]2[CH:9]=[CH:8][N:7]=[C:6]([CH2:1][CH2:2][CH2:3][CH:4]=[O:18])[N:11]=2)[CH:17]=[CH:16][CH:15]=[CH:14][CH:13]=1, predict the reactants needed to synthesize it. The reactants are: [CH2:1]([C:6]1[N:11]=[C:10]([C:12]2[CH:17]=[CH:16][CH:15]=[CH:14][CH:13]=2)[CH:9]=[CH:8][N:7]=1)[CH2:2][CH2:3][CH:4]=C.[OH2:18].